Dataset: Catalyst prediction with 721,799 reactions and 888 catalyst types from USPTO. Task: Predict which catalyst facilitates the given reaction. (1) Product: [F:1][C:2]1[C:11]2[CH2:10][N:9]([C@H:12]([CH:20]([CH3:21])[CH3:22])[C:13]([OH:15])=[O:14])[C:8](=[O:23])[C:7]3=[CH:24][NH:25][C:5]([C:6]=23)=[N:4][CH:3]=1. Reactant: [F:1][C:2]1[C:11]2[CH2:10][N:9]([C@H:12]([CH:20]([CH3:22])[CH3:21])[C:13]([O:15]C(C)(C)C)=[O:14])[C:8](=[O:23])[C:7]3=[CH:24][NH:25][C:5]([C:6]=23)=[N:4][CH:3]=1. The catalyst class is: 157. (2) Reactant: [C:1]([O:5][C:6](=[O:18])[NH:7][CH2:8][C:9]1[S:10][CH:11]=[C:12]([Sn](C)(C)C)[N:13]=1)([CH3:4])([CH3:3])[CH3:2].Cl.I[C:21]1[CH:22]=[C:23]2[C:28](=[CH:29][CH:30]=1)[N:27]=[CH:26][N:25]=[C:24]2[NH:31][C:32]1[CH:37]=[CH:36][C:35]([O:38][C:39]2[CH:40]=[N:41][C:42]([CH3:45])=[CH:43][CH:44]=2)=[C:34]([CH3:46])[CH:33]=1.CCN(C(C)C)C(C)C.CCOC(C)=O.CO. Product: [C:1]([O:5][C:6](=[O:18])[NH:7][CH2:8][C:9]1[S:10][CH:11]=[C:12]([C:21]2[CH:22]=[C:23]3[C:28](=[CH:29][CH:30]=2)[N:27]=[CH:26][N:25]=[C:24]3[NH:31][C:32]2[CH:37]=[CH:36][C:35]([O:38][C:39]3[CH:40]=[N:41][C:42]([CH3:45])=[CH:43][CH:44]=3)=[C:34]([CH3:46])[CH:33]=2)[N:13]=1)([CH3:4])([CH3:3])[CH3:2]. The catalyst class is: 233. (3) Reactant: [CH3:1][C:2]1[CH:3]=[C:4]([OH:17])[CH:5]=[CH:6][C:7]=1[B:8]1[O:12][C:11]([CH3:14])([CH3:13])[C:10]([CH3:16])([CH3:15])[O:9]1.[H-].[Na+].I[CH:21]([CH3:23])[CH3:22]. Product: [CH:21]([O:17][C:4]1[CH:5]=[CH:6][C:7]([B:8]2[O:12][C:11]([CH3:13])([CH3:14])[C:10]([CH3:16])([CH3:15])[O:9]2)=[C:2]([CH3:1])[CH:3]=1)([CH3:23])[CH3:22]. The catalyst class is: 9. (4) Reactant: [N:1]1([C:19]([O:21][C:22]([CH3:25])([CH3:24])[CH3:23])=[O:20])[C@H:5]([C:6]([O:8]CC2C=CC=CC=2)=[O:7])[CH2:4][C@@H:3]2[CH2:16][CH2:17][CH2:18][C@H:2]12. Product: [C:22]([O:21][C:19]([N:1]1[C@H:5]([C:6]([OH:8])=[O:7])[CH2:4][C@@H:3]2[CH2:16][CH2:17][CH2:18][C@H:2]12)=[O:20])([CH3:25])([CH3:23])[CH3:24]. The catalyst class is: 63. (5) Reactant: [Si:1]([O:8][CH2:9][CH2:10][C:11]1[CH:16]=[CH:15][C:14]([Cl:17])=[CH:13][C:12]=1[C:18]([C:20]1[CH:24]=[C:23]([CH2:25][O:26][Si:27]([CH:34]([CH3:36])[CH3:35])([CH:31]([CH3:33])[CH3:32])[CH:28]([CH3:30])[CH3:29])[S:22][CH:21]=1)=[O:19])([C:4]([CH3:7])([CH3:6])[CH3:5])([CH3:3])[CH3:2].[Li]C.[CH3:39]COCC. Product: [Si:1]([O:8][CH2:9][CH2:10][C:11]1[CH:16]=[CH:15][C:14]([Cl:17])=[CH:13][C:12]=1[C:18]([C:20]1[CH:24]=[C:23]([CH2:25][O:26][Si:27]([CH:31]([CH3:33])[CH3:32])([CH:28]([CH3:29])[CH3:30])[CH:34]([CH3:36])[CH3:35])[S:22][CH:21]=1)([OH:19])[CH3:39])([C:4]([CH3:5])([CH3:7])[CH3:6])([CH3:3])[CH3:2]. The catalyst class is: 1.